Predict the product of the given reaction. From a dataset of Forward reaction prediction with 1.9M reactions from USPTO patents (1976-2016). (1) Given the reactants C=O.[CH3:3][N:4]([CH2:9][C:10]#[CH:11])[CH2:5][CH2:6][C:7]#[N:8].C([C:14]1[CH:23]=[CH:22][C:21]2[NH:20][C:19](=[O:24])[C:18]3[NH:25][CH:26]=[CH:27][C:17]=3[C:16]=2[CH:15]=1)#C.[CH2:28]([C:30]([O-:32])=[O:31])[CH3:29], predict the reaction product. The product is: [C:7]([CH2:6][CH2:5][N:4]([CH3:3])[CH2:9][C:10]#[C:11][C:14]1[CH:23]=[CH:22][C:21]2[NH:20][C:19](=[O:24])[C:18]3[NH:25][CH:26]=[CH:27][C:17]=3[C:16]=2[CH:15]=1)#[N:8].[CH2:28]([C:30]([O-:32])=[O:31])[CH3:29]. (2) Given the reactants [C:1]([O:9][CH2:10][CH:11]1[CH:18]2[CH:14]([O:15][C:16](=[O:19])[CH2:17]2)[CH:13](SC2C=CC=CC=2)[O:12]1)(=[O:8])[C:2]1[CH:7]=[CH:6][CH:5]=[CH:4][CH:3]=1, predict the reaction product. The product is: [C:1]([O:9][CH2:10][C@@H:11]1[C@@H:18]2[C@@H:14]([O:15][C:16](=[O:19])[CH2:17]2)[CH2:13][O:12]1)(=[O:8])[C:2]1[CH:7]=[CH:6][CH:5]=[CH:4][CH:3]=1. (3) The product is: [C:36]([CH2:35][CH2:34][S:1][C:2]1[CH:3]=[CH:4][C:5]([C:8]([C:24]2[CH:25]=[CH:26][C:27]([S:30][CH2:34][CH2:35][C:36]#[N:37])=[CH:28][CH:29]=2)=[C:9]([C:17]2[CH:22]=[CH:21][C:20]([S:23][CH2:34][CH2:35][C:36]#[N:37])=[CH:19][CH:18]=2)[C:10]2[CH:11]=[CH:12][C:13]([S:16][CH2:34][CH2:35][C:36]#[N:37])=[CH:14][CH:15]=2)=[CH:6][CH:7]=1)#[N:37]. Given the reactants [SH:1][C:2]1[CH:7]=[CH:6][C:5]([C:8]([C:24]2[CH:29]=[CH:28][C:27]([SH:30])=[CH:26][CH:25]=2)=[C:9]([C:17]2[CH:22]=[CH:21][C:20]([SH:23])=[CH:19][CH:18]=2)[C:10]2[CH:15]=[CH:14][C:13]([SH:16])=[CH:12][CH:11]=2)=[CH:4][CH:3]=1.[H-].[Na+].Br[CH2:34][CH2:35][C:36]#[N:37], predict the reaction product. (4) Given the reactants [N:1]1[C:10]2[C:5](=[CH:6][C:7]([CH2:11][C:12]#[N:13])=[CH:8][CH:9]=2)[CH:4]=[CH:3][CH:2]=1.C([Li])(C)(C)C.[F:19]N(S(C1C=CC=CC=1)(=O)=O)S(C1C=CC=CC=1)(=O)=O.C([O-])(O)=O.[Na+], predict the reaction product. The product is: [F:19][CH:11]([C:7]1[CH:6]=[C:5]2[C:10](=[CH:9][CH:8]=1)[N:1]=[CH:2][CH:3]=[CH:4]2)[C:12]#[N:13]. (5) Given the reactants [CH3:1][C:2]1[C:10]2[O:9][C:8](=[O:11])[NH:7][C:6]=2[CH:5]=[CH:4][C:3]=1[N+:12]([O-])=O, predict the reaction product. The product is: [NH2:12][C:3]1[CH:4]=[CH:5][C:6]2[NH:7][C:8](=[O:11])[O:9][C:10]=2[C:2]=1[CH3:1]. (6) Given the reactants Br[C:2]1[CH:3]=[CH:4][C:5]2[C:6]3[NH:18][N:17]=[CH:16][C:7]=3[C:8](=[O:15])[N:9]([CH:12]([CH3:14])[CH3:13])[C:10]=2[CH:11]=1.C(=O)([O-])[O-].[Cs+].[Cs+].CC1(C)C(C)(C)OB([C:33]2[CH:38]=[CH:37][N:36]=[CH:35][CH:34]=2)O1, predict the reaction product. The product is: [CH3:13][CH:12]([N:9]1[C:10]2[CH:11]=[C:2]([C:33]3[CH:38]=[CH:37][N:36]=[CH:35][CH:34]=3)[CH:3]=[CH:4][C:5]=2[C:6]2[NH:18][N:17]=[CH:16][C:7]=2[C:8]1=[O:15])[CH3:14]. (7) Given the reactants [S-:1][C:2]#[N:3].[K+].Br[C:6]1[N:11]=[CH:10][C:9]([NH2:12])=[CH:8][CH:7]=1.BrBr.[C:15](O)(=[O:17])C, predict the reaction product. The product is: [CH3:15][O:17][C:6]1[N:11]=[C:10]2[S:1][C:2]([NH2:3])=[N:12][C:9]2=[CH:8][CH:7]=1.